From a dataset of Catalyst prediction with 721,799 reactions and 888 catalyst types from USPTO. Predict which catalyst facilitates the given reaction. (1) Reactant: Br[C:2]1[C:3](=[O:19])[N:4]([CH2:10][C:11]2[CH:16]=[CH:15][C:14]([O:17][CH3:18])=[CH:13][CH:12]=2)[N:5]=[C:6]([CH2:8][OH:9])[CH:7]=1.[OH-:20].[K+].[CH3:22]O. Product: [OH:9][CH2:8][C:6]1[CH:7]=[C:2]([O:20][CH3:22])[C:3](=[O:19])[N:4]([CH2:10][C:11]2[CH:16]=[CH:15][C:14]([O:17][CH3:18])=[CH:13][CH:12]=2)[N:5]=1. The catalyst class is: 6. (2) Reactant: [O:1]1[C:6]2[CH:7]=[CH:8][C:9]([CH2:11][C:12](=[O:16])[C:13]([OH:15])=[O:14])=[CH:10][C:5]=2[O:4][CH2:3][CH2:2]1.C(N(CC)CC)C. Product: [O:1]1[C:6]2[CH:7]=[CH:8][C:9]([CH2:11][C@@H:12]([OH:16])[C:13]([OH:15])=[O:14])=[CH:10][C:5]=2[O:4][CH2:3][CH2:2]1. The catalyst class is: 1. (3) Reactant: C[Si](C)(C)[O:3][NH2:4].[C:7]([NH:10][CH2:11][C@@H:12]1[O:16][C:15](=[O:17])[N:14]([C:18]2[CH:23]=[CH:22][C:21]([C:24]#[N:25])=[C:20]([F:26])[CH:19]=2)[CH2:13]1)(=[O:9])[CH3:8]. Product: [C:7]([NH:10][CH2:11][C@@H:12]1[O:16][C:15](=[O:17])[N:14]([C:18]2[CH:23]=[CH:22][C:21]([C:24](=[NH:25])[NH:4][OH:3])=[C:20]([F:26])[CH:19]=2)[CH2:13]1)(=[O:9])[CH3:8]. The catalyst class is: 8. (4) Reactant: [C:1]([N:9]=[C:10]=[S:11])(=[O:8])[C:2]1[CH:7]=[CH:6][CH:5]=[CH:4][CH:3]=1.[NH2:12][C@@:13]1([C:30]2[CH:35]=[CH:34][C:33]([F:36])=[CH:32][C:31]=2[F:37])[CH2:18][O:17][C@@H:16]([CH2:19][O:20][CH2:21][C:22]2[CH:27]=[CH:26][CH:25]=[CH:24][CH:23]=2)[CH2:15][C@H:14]1[CH2:28][OH:29]. Product: [CH2:21]([O:20][CH2:19][C@@H:16]1[O:17][CH2:18][C@@:13]([NH:12][C:10]([NH:9][C:1](=[O:8])[C:2]2[CH:7]=[CH:6][CH:5]=[CH:4][CH:3]=2)=[S:11])([C:30]2[CH:35]=[CH:34][C:33]([F:36])=[CH:32][C:31]=2[F:37])[C@H:14]([CH2:28][OH:29])[CH2:15]1)[C:22]1[CH:27]=[CH:26][CH:25]=[CH:24][CH:23]=1. The catalyst class is: 4. (5) Reactant: [F:1][C:2]1[CH:3]=[C:4]([CH:42]=[CH:43][CH:44]=1)[CH2:5][N:6]1[CH:10]=[C:9]([C:11]2[C:19]3[C:14](=[N:15][CH:16]=[C:17]([C:20]4[CH:21]=[N:22][C:23]([N:26]5[CH2:31][CH2:30][NH:29][CH2:28][CH2:27]5)=[CH:24][CH:25]=4)[CH:18]=3)[N:13]([S:32]([C:35]3[CH:41]=[CH:40][C:38]([CH3:39])=[CH:37][CH:36]=3)(=[O:34])=[O:33])[CH:12]=2)[CH:8]=[N:7]1.FC1C=C(C=CC=1)CN1C=C(C2C3C(=NC=C(C4C=NC(N5CCN(C)CC5)=CC=4)C=3)NC=2)C=N1.[OH:80][CH2:81][C:82](O)=[O:83].CN(C(ON1N=NC2C=CC=NC1=2)=[N+](C)C)C.F[P-](F)(F)(F)(F)F.C1C=CC2N(O)N=NC=2C=1.CCN(C(C)C)C(C)C. Product: [F:1][C:2]1[CH:3]=[C:4]([CH:42]=[CH:43][CH:44]=1)[CH2:5][N:6]1[CH:10]=[C:9]([C:11]2[C:19]3[C:14](=[N:15][CH:16]=[C:17]([C:20]4[CH:25]=[CH:24][C:23]([N:26]5[CH2:31][CH2:30][N:29]([C:81](=[O:80])[CH2:82][OH:83])[CH2:28][CH2:27]5)=[N:22][CH:21]=4)[CH:18]=3)[N:13]([S:32]([C:35]3[CH:41]=[CH:40][C:38]([CH3:39])=[CH:37][CH:36]=3)(=[O:34])=[O:33])[CH:12]=2)[CH:8]=[N:7]1. The catalyst class is: 3. (6) The catalyst class is: 1. Product: [CH3:19][C:16]1([CH3:20])[O:15][C@H:14]([CH2:13][N:9]2[C:10](=[O:12])[C:11]3[C:2]([NH:27][C:26]4[CH:28]=[CH:29][C:30]([I:32])=[CH:31][C:25]=4[F:24])=[C:3]([F:23])[C:4](=[O:22])[N:5]([CH3:21])[C:6]=3[N:7]=[CH:8]2)[CH2:18][O:17]1. Reactant: Cl[C:2]1[C:11]2[C:10](=[O:12])[N:9]([CH2:13][C@@H:14]3[CH2:18][O:17][C:16]([CH3:20])([CH3:19])[O:15]3)[CH:8]=[N:7][C:6]=2[N:5]([CH3:21])[C:4](=[O:22])[C:3]=1[F:23].[F:24][C:25]1[CH:31]=[C:30]([I:32])[CH:29]=[CH:28][C:26]=1[NH2:27].C[Si](C)(C)[N-][Si](C)(C)C.[Li+].CC(N(C)C)=O. (7) Reactant: [F:1][C:2]1[C:10]([O:11][CH3:12])=[C:9]([O:13][CH3:14])[CH:8]=[C:7]([N+:15]([O-:17])=[O:16])[C:3]=1[C:4](O)=[O:5].[NH3:18].C1COCC1. Product: [F:1][C:2]1[C:10]([O:11][CH3:12])=[C:9]([O:13][CH3:14])[CH:8]=[C:7]([N+:15]([O-:17])=[O:16])[C:3]=1[C:4]([NH2:18])=[O:5]. The catalyst class is: 309. (8) Reactant: [C:1]([O:8][CH2:9][CH3:10])(=[O:7])[C:2]([O:4]CC)=O.[O-]CC.[Na+].[CH3:15][O:16][C:17]1[CH:18]=[CH:19][C:20]([C:23](=[O:25])[CH3:24])=[N:21][CH:22]=1.O. Product: [CH2:9]([O:8][C:1](=[O:7])[C:2](=[O:4])[CH2:24][C:23]([C:20]1[CH:19]=[CH:18][C:17]([O:16][CH3:15])=[CH:22][N:21]=1)=[O:25])[CH3:10]. The catalyst class is: 621. (9) Reactant: [NH2:1][C@@H:2]([C@H:10]([C@@H:12]1[C@@H:16]([O:17][Si:18]([C:21]([CH3:24])([CH3:23])[CH3:22])([CH3:20])[CH3:19])[C@@H:15]([O:25][Si:26]([C:29]([CH3:32])([CH3:31])[CH3:30])([CH3:28])[CH3:27])[C@H:14]([N:33]2[CH:38]=[CH:37][C:36](=[O:39])[N:35]([CH2:40][C:41]3[CH:46]=[CH:45][C:44]([O:47][CH3:48])=[CH:43][CH:42]=3)[C:34]2=[O:49])[O:13]1)[OH:11])[C:3]([O:5][C:6]([CH3:9])([CH3:8])[CH3:7])=[O:4].[CH2:50]([O:57][C:58](=[O:72])[NH:59][C@H:60]([C:65](=[O:71])[NH:66][CH2:67][CH2:68][CH:69]=O)[CH2:61][CH:62]([CH3:64])[CH3:63])[C:51]1[CH:56]=[CH:55][CH:54]=[CH:53][CH:52]=1.C(O[BH-](OC(=O)C)OC(=O)C)(=O)C.[Na+].C(=O)([O-])[O-].[Na+].[Na+]. Product: [Si:18]([O:17][C@H:16]1[C@@H:15]([O:25][Si:26]([C:29]([CH3:32])([CH3:31])[CH3:30])([CH3:27])[CH3:28])[C@H:14]([N:33]2[CH:38]=[CH:37][C:36](=[O:39])[N:35]([CH2:40][C:41]3[CH:46]=[CH:45][C:44]([O:47][CH3:48])=[CH:43][CH:42]=3)[C:34]2=[O:49])[O:13][CH:12]1[C@H:10]([OH:11])[C@@H:2]([C:3]([O:5][C:6]([CH3:7])([CH3:9])[CH3:8])=[O:4])[NH:1][CH2:69][CH2:68][CH2:67][NH:66][C:65](=[O:71])[C@H:60]([CH2:61][CH:62]([CH3:64])[CH3:63])[NH:59][C:58](=[O:72])[O:57][CH2:50][C:51]1[CH:52]=[CH:53][CH:54]=[CH:55][CH:56]=1)([C:21]([CH3:22])([CH3:23])[CH3:24])([CH3:20])[CH3:19]. The catalyst class is: 506. (10) Reactant: [CH2:1]([O:8][C:9]1[CH:14]=[CH:13][C:12](Br)=[CH:11][C:10]=1[N:16]1[S:20](=[O:22])(=[O:21])[NH:19][C:18](=[O:23])[CH2:17]1)[C:2]1[CH:7]=[CH:6][CH:5]=[CH:4][CH:3]=1.[B:24]1([B:24]2[O:28][C:27]([CH3:30])([CH3:29])[C:26]([CH3:32])([CH3:31])[O:25]2)[O:28][C:27]([CH3:30])([CH3:29])[C:26]([CH3:32])([CH3:31])[O:25]1.CC(O[K])=O. Product: [CH2:1]([O:8][C:9]1[CH:14]=[CH:13][C:12]([B:24]2[O:28][C:27]([CH3:30])([CH3:29])[C:26]([CH3:32])([CH3:31])[O:25]2)=[CH:11][C:10]=1[N:16]1[S:20](=[O:22])(=[O:21])[NH:19][C:18](=[O:23])[CH2:17]1)[C:2]1[CH:7]=[CH:6][CH:5]=[CH:4][CH:3]=1. The catalyst class is: 151.